Dataset: Forward reaction prediction with 1.9M reactions from USPTO patents (1976-2016). Task: Predict the product of the given reaction. (1) Given the reactants [C:1]([C:5]1[N:10]=[CH:9][C:8]([C:11]2[N:12]([C:32](Cl)=[O:33])[C@@:13]([C:25]3[CH:30]=[CH:29][C:28]([Cl:31])=[CH:27][CH:26]=3)([CH3:24])[C@@:14]([C:17]3[CH:22]=[CH:21][C:20]([Cl:23])=[CH:19][CH:18]=3)([CH3:16])[N:15]=2)=[C:7]([O:35][CH2:36][CH3:37])[CH:6]=1)([CH3:4])([CH3:3])[CH3:2].[N:38]1([CH2:44][CH2:45][CH2:46][C:47]#[N:48])[CH2:43][CH2:42][NH:41][CH2:40][CH2:39]1, predict the reaction product. The product is: [C:1]([C:5]1[N:10]=[CH:9][C:8]([C:11]2[N:12]([C:32]([N:41]3[CH2:42][CH2:43][N:38]([CH2:44][CH2:45][CH2:46][C:47]#[N:48])[CH2:39][CH2:40]3)=[O:33])[C@@:13]([C:25]3[CH:30]=[CH:29][C:28]([Cl:31])=[CH:27][CH:26]=3)([CH3:24])[C@@:14]([C:17]3[CH:18]=[CH:19][C:20]([Cl:23])=[CH:21][CH:22]=3)([CH3:16])[N:15]=2)=[C:7]([O:35][CH2:36][CH3:37])[CH:6]=1)([CH3:3])([CH3:2])[CH3:4]. (2) The product is: [CH3:11][O:10][CH2:9][C:8]1[CH:7]=[C:6]([O:12][CH:13]2[CH2:18][CH2:17][CH2:16][CH2:15][O:14]2)[CH:5]=[C:4]([B:27]2[O:31][C:30]([CH3:33])([CH3:32])[C:29]([CH3:35])([CH3:34])[O:28]2)[C:3]=1[CH:1]=[O:2]. Given the reactants [CH:1]([C:3]1[C:8]([CH2:9][O:10][CH3:11])=[CH:7][C:6]([O:12][CH:13]2[CH2:18][CH2:17][CH2:16][CH2:15][O:14]2)=[CH:5][C:4]=1OS(C(F)(F)F)(=O)=O)=[O:2].[B:27]1([B:27]2[O:31][C:30]([CH3:33])([CH3:32])[C:29]([CH3:35])([CH3:34])[O:28]2)[O:31][C:30]([CH3:33])([CH3:32])[C:29]([CH3:35])([CH3:34])[O:28]1.CC([O-])=O.[K+], predict the reaction product. (3) Given the reactants [CH3:1][C:2]1([CH3:17])[C:10]2[C:5](=[CH:6][C:7]([CH:11]=O)=[CH:8][CH:9]=2)[C:4]([CH3:14])([CH3:13])[C:3]1([CH3:16])[CH3:15].[C:18]([O-])(=O)C.[NH4+:22].[H-].[Al+3].[Li+].[H-].[H-].[H-].S([O-])([O-])(=O)=O.[Na+].[Na+], predict the reaction product. The product is: [CH3:1][C:2]1([CH3:17])[C:10]2[C:5](=[CH:6][C:7]([CH2:11][CH2:18][NH2:22])=[CH:8][CH:9]=2)[C:4]([CH3:14])([CH3:13])[C:3]1([CH3:16])[CH3:15].